Dataset: Catalyst prediction with 721,799 reactions and 888 catalyst types from USPTO. Task: Predict which catalyst facilitates the given reaction. (1) Reactant: [F:1][C:2]([F:7])([F:6])[C:3]([OH:5])=[O:4].[F:8][C:9]1[CH:10]=[C:11]([C@@H:33]2[CH2:37][NH:36][C@H:35]([C:38]([OH:40])=[O:39])[CH2:34]2)[CH:12]=[CH:13][C:14]=1[C:15]1[S:16][C:17]2[C:22]([N:23]=1)=[CH:21][CH:20]=[C:19]([C:24]1([C:27]3[CH:32]=[CH:31][CH:30]=[CH:29][CH:28]=3)[CH2:26][CH2:25]1)[N:18]=2.[C:41]([BH3-])#N.[Na+]. Product: [F:1][C:2]([F:7])([F:6])[C:3]([OH:5])=[O:4].[F:8][C:9]1[CH:10]=[C:11]([C@@H:33]2[CH2:37][N:36]([CH3:41])[C@H:35]([C:38]([OH:40])=[O:39])[CH2:34]2)[CH:12]=[CH:13][C:14]=1[C:15]1[S:16][C:17]2[C:22]([N:23]=1)=[CH:21][CH:20]=[C:19]([C:24]1([C:27]3[CH:32]=[CH:31][CH:30]=[CH:29][CH:28]=3)[CH2:25][CH2:26]1)[N:18]=2. The catalyst class is: 10. (2) Reactant: [Br:1][C:2]1[CH:18]=[CH:17][C:5]([C:6]([NH:8][C:9]2([C:14](=[O:16])[NH2:15])[CH2:13][CH2:12][CH2:11][CH2:10]2)=O)=[CH:4][CH:3]=1.[OH-].[Na+]. Product: [Br:1][C:2]1[CH:18]=[CH:17][C:5]([C:6]2[NH:15][C:14](=[O:16])[C:9]3([CH2:13][CH2:12][CH2:11][CH2:10]3)[N:8]=2)=[CH:4][CH:3]=1. The catalyst class is: 72. (3) Product: [Cl:1][C:2]1[CH:3]=[C:4]([C:8]2[C:14]3[CH:15]=[CH:16][CH:17]=[CH:18][C:13]=3[N:12]3[C:20]([CH3:21])=[N:23][N:24]=[C:11]3[CH2:10][CH:9]=2)[CH:5]=[CH:6][CH:7]=1. The catalyst class is: 51. Reactant: [Cl:1][C:2]1[CH:3]=[C:4]([C:8]2[C:14]3[CH:15]=[CH:16][CH:17]=[CH:18][C:13]=3[NH:12][C:11](=S)[CH2:10][CH:9]=2)[CH:5]=[CH:6][CH:7]=1.[C:20]([NH:23][NH2:24])(=O)[CH3:21]. (4) Reactant: [NH2:1][CH2:2][C:3]1[C:4]([NH:19][C@H:20]([C:22]2[CH:27]=[CH:26][C:25]([F:28])=[CH:24][CH:23]=2)[CH3:21])=[N:5][C:6]([NH:10][C:11]2[CH:15]=[C:14]([CH:16]3[CH2:18][CH2:17]3)[NH:13][N:12]=2)=[C:7]([F:9])[CH:8]=1.[O:29]1[C:33]([C:34](O)=[O:35])=[CH:32][CH:31]=[N:30]1. Product: [CH:16]1([C:14]2[NH:13][N:12]=[C:11]([NH:10][C:6]3[N:5]=[C:4]([NH:19][C@H:20]([C:22]4[CH:23]=[CH:24][C:25]([F:28])=[CH:26][CH:27]=4)[CH3:21])[C:3]([CH2:2][NH:1][C:34]([C:33]4[O:29][N:30]=[CH:31][CH:32]=4)=[O:35])=[CH:8][C:7]=3[F:9])[CH:15]=2)[CH2:18][CH2:17]1. The catalyst class is: 168.